From a dataset of Reaction yield outcomes from USPTO patents with 853,638 reactions. Predict the reaction yield, written as a fraction of the theoretical maximum amount of product (1.0 means a 100% yield; for example, 0.34 means a 34% yield). The reactants are [C:1]1([CH2:7][O:8][C:9]2[CH:14]=[CH:13][C:12]([C@@H:15]3[NH:19][C@H:18]([C:20]([O:22]C)=[O:21])[CH2:17][CH2:16]3)=[CH:11][CH:10]=2)[CH:6]=[CH:5][CH:4]=[CH:3][CH:2]=1.CO.[O:26](C(OC(C)(C)C)=O)[C:27]([O:29][C:30]([CH3:33])([CH3:32])[CH3:31])=O. The catalyst is C1COCC1.O. The product is [CH3:31][C:30]([O:29][C:27]([N:19]1[C@@H:15]([C:12]2[CH:11]=[CH:10][C:9]([O:8][CH2:7][C:1]3[CH:2]=[CH:3][CH:4]=[CH:5][CH:6]=3)=[CH:14][CH:13]=2)[CH2:16][CH2:17][C@H:18]1[C:20]([OH:22])=[O:21])=[O:26])([CH3:33])[CH3:32]. The yield is 0.900.